This data is from Forward reaction prediction with 1.9M reactions from USPTO patents (1976-2016). The task is: Predict the product of the given reaction. (1) Given the reactants [NH:1]1[C:9]2[C:4](=[CH:5][C:6]([NH:10][C:11]3[C:16]([C:17]#[N:18])=[CH:15][N:14]=[C:13]4[S:19][C:20]([C:22]#[C:23][Si](C)(C)C)=[CH:21][C:12]=34)=[CH:7][CH:8]=2)[CH:3]=[CH:2]1.I[C:29]1[CH:34]=[CH:33][N:32]=[CH:31][CH:30]=1.C(=O)([O-])[O-].[K+].[K+].C1(P(C2C=CC=CC=2)C2C=CC=CC=2)C=CC=CC=1, predict the reaction product. The product is: [NH:1]1[C:9]2[C:4](=[CH:5][C:6]([NH:10][C:11]3[C:16]([C:17]#[N:18])=[CH:15][N:14]=[C:13]4[S:19][C:20]([C:22]#[C:23][C:29]5[CH:34]=[CH:33][N:32]=[CH:31][CH:30]=5)=[CH:21][C:12]=34)=[CH:7][CH:8]=2)[CH:3]=[CH:2]1. (2) Given the reactants C[O:2][C:3](=[O:22])[CH2:4][CH2:5][N:6]1[C:11]2[CH:12]=[C:13]([CH3:17])[CH:14]=[C:15]([CH3:16])[C:10]=2[O:9][C@@H:8]([CH:18]([CH3:20])[CH3:19])[C:7]1=[O:21].[OH-].[Na+], predict the reaction product. The product is: [CH:18]([C@H:8]1[C:7](=[O:21])[N:6]([CH2:5][CH2:4][C:3]([OH:22])=[O:2])[C:11]2[CH:12]=[C:13]([CH3:17])[CH:14]=[C:15]([CH3:16])[C:10]=2[O:9]1)([CH3:20])[CH3:19]. (3) The product is: [Br:9][C:10]1[CH:11]=[C:12]2[C:13](=[CH:17][CH:18]=1)[C:14](=[O:16])[O:15][CH2:2][CH2:19]2. Given the reactants [Li+].[CH3:2]C([N-]C(C)C)C.[Br:9][C:10]1[CH:18]=[CH:17][C:13]([C:14]([OH:16])=[O:15])=[C:12]([CH3:19])[CH:11]=1.C=O.Cl, predict the reaction product. (4) Given the reactants N12CCCN=C1CCCCC2.[F:12][C:13]([C:19]1[N:24]=[CH:23][N:22]=[C:21]([C:25]2[NH:26][O:27][C:28](=[O:30])[N:29]=2)[CH:20]=1)([F:18])[C:14]([F:17])([F:16])[F:15].[N:31]1([C:36](Cl)=[O:37])[CH2:35][CH2:34][CH2:33][CH2:32]1, predict the reaction product. The product is: [N:31]1([C:36]([N:29]2[C:28](=[O:30])[O:27][N:26]=[C:25]2[C:21]2[CH:20]=[C:19]([C:13]([F:12])([F:18])[C:14]([F:16])([F:15])[F:17])[N:24]=[CH:23][N:22]=2)=[O:37])[CH2:35][CH2:34][CH2:33][CH2:32]1. (5) Given the reactants C([O:8][N:9]1[C:15](=[O:16])[N:14]2[CH2:17][C@H:10]1[CH2:11][CH2:12][C@H:13]2[C:18]([NH:20][O:21][CH2:22][CH2:23][C:24]1[CH:29]=[CH:28][CH:27]=[CH:26][N:25]=1)=[O:19])C1C=CC=CC=1.[H][H], predict the reaction product. The product is: [OH:8][N:9]1[C:15](=[O:16])[N:14]2[CH2:17][C@H:10]1[CH2:11][CH2:12][C@H:13]2[C:18]([NH:20][O:21][CH2:22][CH2:23][C:24]1[CH:29]=[CH:28][CH:27]=[CH:26][N:25]=1)=[O:19].